From a dataset of Full USPTO retrosynthesis dataset with 1.9M reactions from patents (1976-2016). Predict the reactants needed to synthesize the given product. (1) The reactants are: P(Cl)(Cl)([Cl:3])=O.[C:6]([C:10]1[CH:11]=[CH:12][CH:13]=[C:14]2[C:19]=1[N:18]=[CH:17][NH:16][C:15]2=O)([CH3:9])([CH3:8])[CH3:7].N. Given the product [Cl:3][C:15]1[C:14]2[C:19](=[C:10]([C:6]([CH3:9])([CH3:8])[CH3:7])[CH:11]=[CH:12][CH:13]=2)[N:18]=[CH:17][N:16]=1, predict the reactants needed to synthesize it. (2) Given the product [CH3:16][CH:15]1[CH2:17][N:3]2[N:4]=[CH:5][N:6]=[C:2]2[NH:1][C:14]1=[O:18], predict the reactants needed to synthesize it. The reactants are: [NH2:1][C:2]1[N:6]=[CH:5][NH:4][N:3]=1.C(N(CC)CC)C.[C:14](Cl)(=[O:18])[C:15]([CH3:17])=[CH2:16]. (3) Given the product [CH3:28][O:29][C:30]1[C:35]([CH2:36][N:37]2[CH2:42][CH2:41][CH:40](/[CH:43]=[CH:9]/[C:10]3[CH:15]=[CH:14][CH:13]=[CH:12][C:11]=3[O:16][CH:17]3[CH2:18][CH2:19][CH2:20][CH2:21]3)[CH2:39][CH2:38]2)=[CH:34][CH:33]=[CH:32][N:31]=1, predict the reactants needed to synthesize it. The reactants are: C(OP([CH2:9][C:10]1[CH:15]=[CH:14][CH:13]=[CH:12][C:11]=1[O:16][CH:17]1[CH2:21][CH2:20][CH2:19][CH2:18]1)(=O)OCC)C.CC(C)([O-])C.[K+].[CH3:28][O:29][C:30]1[C:35]([CH2:36][N:37]2[CH2:42][CH2:41][CH:40]([CH:43]=O)[CH2:39][CH2:38]2)=[CH:34][CH:33]=[CH:32][N:31]=1. (4) Given the product [C:1]([C:5]1[CH:27]=[CH:26][C:8]2[CH2:9][CH:10]([CH3:25])[N:11]([C:21]([NH:23][CH3:24])=[O:22])[N:12]=[C:13]([C:14]3[CH:19]=[CH:18][C:17]([C:35]4[C:31]([CH3:30])=[N:32][O:33][C:34]=4[CH3:39])=[CH:16][CH:15]=3)[C:7]=2[CH:6]=1)([CH3:4])([CH3:3])[CH3:2], predict the reactants needed to synthesize it. The reactants are: [C:1]([C:5]1[CH:27]=[CH:26][C:8]2[CH2:9][CH:10]([CH3:25])[N:11]([C:21]([NH:23][CH3:24])=[O:22])[N:12]=[C:13]([C:14]3[CH:19]=[CH:18][C:17](Cl)=[CH:16][CH:15]=3)[C:7]=2[CH:6]=1)([CH3:4])([CH3:3])[CH3:2].[F-].[K+].[CH3:30][C:31]1[C:35](B(O)O)=[C:34]([CH3:39])[O:33][N:32]=1. (5) Given the product [I:2][C:3]1[CH:8]=[CH:7][C:6]([CH2:9][NH:10][C:20](=[O:21])[O:22][C:23]([CH3:26])([CH3:25])[CH3:24])=[CH:5][CH:4]=1, predict the reactants needed to synthesize it. The reactants are: Cl.[I:2][C:3]1[CH:8]=[CH:7][C:6]([CH2:9][NH2:10])=[CH:5][CH:4]=1.C(N(C(C)C)CC)(C)C.[C:20](O[C:20]([O:22][C:23]([CH3:26])([CH3:25])[CH3:24])=[O:21])([O:22][C:23]([CH3:26])([CH3:25])[CH3:24])=[O:21]. (6) Given the product [C:1]([Si:5]([CH3:34])([CH3:33])[O:6][C@H:7]1[CH2:12][CH2:11][C@H:10]([N:13]2[C:18]3=[N:19][C:20]([NH:35][C:36]4[CH:41]=[CH:40][C:39]([O:42][CH3:43])=[C:38]([O:44][CH3:45])[CH:37]=4)=[N:21][CH:22]=[C:17]3[CH2:16][N:15]([C:24]3[CH:29]=[CH:28][C:27]([O:30][CH3:31])=[CH:26][CH:25]=3)[C:14]2=[O:32])[CH2:9][CH2:8]1)([CH3:4])([CH3:3])[CH3:2], predict the reactants needed to synthesize it. The reactants are: [C:1]([Si:5]([CH3:34])([CH3:33])[O:6][C@H:7]1[CH2:12][CH2:11][C@H:10]([N:13]2[C:18]3=[N:19][C:20](Cl)=[N:21][CH:22]=[C:17]3[CH2:16][N:15]([C:24]3[CH:29]=[CH:28][C:27]([O:30][CH3:31])=[CH:26][CH:25]=3)[C:14]2=[O:32])[CH2:9][CH2:8]1)([CH3:4])([CH3:3])[CH3:2].[NH2:35][C:36]1[CH:37]=[C:38]([O:44][CH3:45])[C:39]([O:42][CH3:43])=[CH:40][CH:41]=1.